This data is from Catalyst prediction with 721,799 reactions and 888 catalyst types from USPTO. The task is: Predict which catalyst facilitates the given reaction. (1) Reactant: [F:1][CH:2]([F:37])[C:3]1[N:7]([C:8]2[N:13]=[C:12]([N:14]3[CH2:19][CH2:18][O:17][CH2:16][CH2:15]3)[N:11]=[C:10]([N:20]3[CH2:25][CH2:24][NH:23][CH2:22][CH2:21]3)[N:9]=2)[C:6]2[CH:26]=[CH:27][CH:28]=[C:29]([O:30][CH2:31][CH2:32][CH2:33][N:34]([CH3:36])[CH3:35])[C:5]=2[N:4]=1.C([O-])([O-])=O.[K+].[K+].[CH3:44][S:45](Cl)(=[O:47])=[O:46].CCOC(C)=O. Product: [F:37][CH:2]([F:1])[C:3]1[N:7]([C:8]2[N:9]=[C:10]([N:20]3[CH2:25][CH2:24][N:23]([S:45]([CH3:44])(=[O:47])=[O:46])[CH2:22][CH2:21]3)[N:11]=[C:12]([N:14]3[CH2:15][CH2:16][O:17][CH2:18][CH2:19]3)[N:13]=2)[C:6]2[CH:26]=[CH:27][CH:28]=[C:29]([O:30][CH2:31][CH2:32][CH2:33][N:34]([CH3:36])[CH3:35])[C:5]=2[N:4]=1. The catalyst class is: 34. (2) Reactant: [OH-].[K+].[N:3]1[CH:8]=[CH:7][CH:6]=[C:5]([OH:9])[C:4]=1[OH:10].[CH2:11](Br)[C:12]1[CH:17]=[CH:16][CH:15]=[CH:14][CH:13]=1. Product: [CH2:11]([O:9][C:5]1[C:4]([OH:10])=[N:3][CH:8]=[CH:7][CH:6]=1)[C:12]1[CH:17]=[CH:16][CH:15]=[CH:14][CH:13]=1. The catalyst class is: 5. (3) Reactant: [F:1][C:2]1[CH:3]=[CH:4][C:5]2[N:6]([CH:8]=[C:9]([C:11]([NH:13][C@H:14]3[CH2:19][CH2:18][C@@H:17]([N:20]4[C:25](=[O:26])[C:24]5[CH:27]=[C:28]([F:31])[CH:29]=[N:30][C:23]=5[N:22]([C:32]5[CH:33]=[C:34]([C:38]6C=[CH:42][C:41](O)=[CH:40][C:39]=6C=O)[CH:35]=[CH:36][CH:37]=5)[C:21]4=[O:47])[CH2:16][CH2:15]3)=[O:12])[N:10]=2)[CH:7]=1.[N:48]1([C:54]([O:56][C:57]([CH3:60])([CH3:59])[CH3:58])=[O:55])[CH2:53][CH2:52][NH:51][CH2:50][CH2:49]1.[C:61]([OH:64])(=O)[CH3:62].C(O[BH-](OC(=O)C)OC(=O)C)(=O)C.[Na+]. Product: [F:31][C:28]1[CH:29]=[N:30][C:23]2[N:22]([C:32]3[CH:33]=[C:34]([C:38]4[CH:39]=[CH:40][C:41]([CH2:42][N:51]5[CH2:52][CH2:53][N:48]([C:54]([O:56][C:57]([CH3:60])([CH3:59])[CH3:58])=[O:55])[CH2:49][CH2:50]5)=[CH:62][C:61]=4[OH:64])[CH:35]=[CH:36][CH:37]=3)[C:21](=[O:47])[N:20]([C@H:17]3[CH2:18][CH2:19][C@@H:14]([NH:13][C:11]([C:9]4[N:10]=[C:5]5[CH:4]=[CH:3][C:2]([F:1])=[CH:7][N:6]5[CH:8]=4)=[O:12])[CH2:15][CH2:16]3)[C:25](=[O:26])[C:24]=2[CH:27]=1. The catalyst class is: 26. (4) Reactant: [Br:1][C:2]1[S:3][CH:4]=[C:5]([C:7]([O:9]CC)=[O:8])[N:6]=1.[Li+].[OH-]. Product: [Br:1][C:2]1[S:3][CH:4]=[C:5]([C:7]([OH:9])=[O:8])[N:6]=1. The catalyst class is: 20. (5) Reactant: [CH3:1][O:2][C:3](=[O:15])[CH2:4][C:5]([C:7]1[CH:12]=[CH:11][CH:10]=[CH:9][C:8]=1OC)=O.[OH:16][C:17]1C(OS(C2C=CC(C)=CC=2)(=O)=O)=C(I)C=CC=1.[NH2:35][C:36]([NH2:38])=[S:37]. Product: [NH2:35][C:36]1[S:37][C:4]([C:3]([O:2][CH3:1])=[O:15])=[C:5]([C:7]2[CH:8]=[CH:9][C:10]([O:16][CH3:17])=[CH:11][CH:12]=2)[N:38]=1. The catalyst class is: 10. (6) Reactant: [CH2:1]([C:8]12[CH2:18][CH2:17][C:16](=[O:19])[CH:15]=[C:14]1[CH2:13][CH2:12][CH2:11][C:10]1[CH:20]=[C:21](OS(C(F)(F)F)(=O)=O)[CH:22]=[CH:23][C:9]2=1)[C:2]1[CH:7]=[CH:6][CH:5]=[CH:4][CH:3]=1.CC1(C)C2[C:54](=C(P(C3C=CC=CC=3)C3C=CC=CC=3)C=CC=2)[O:53][C:35]2C(P(C3C=CC=CC=3)C3C=CC=CC=3)=CC=CC1=2.C[OH:75]. Product: [CH3:35][O:53][C:54]([C:21]1[CH:22]=[CH:23][C:9]2[C:8]3([CH2:1][C:2]4[CH:7]=[CH:6][CH:5]=[CH:4][CH:3]=4)[CH2:18][CH2:17][C:16](=[O:19])[CH:15]=[C:14]3[CH2:13][CH2:12][CH2:11][C:10]=2[CH:20]=1)=[O:75]. The catalyst class is: 3. (7) Reactant: [F:1][C:2]1[CH:3]=[CH:4][C:5]([N+:23]([O-])=O)=[C:6]([CH:22]=1)[NH:7][C:8]1[S:12][C:11]2[CH:13]=[CH:14][CH:15]=[CH:16][C:10]=2[C:9]=1[C:17]([O:19][CH2:20][CH3:21])=[O:18].[H][H]. Product: [NH2:23][C:5]1[CH:4]=[CH:3][C:2]([F:1])=[CH:22][C:6]=1[NH:7][C:8]1[S:12][C:11]2[CH:13]=[CH:14][CH:15]=[CH:16][C:10]=2[C:9]=1[C:17]([O:19][CH2:20][CH3:21])=[O:18]. The catalyst class is: 586.